This data is from Forward reaction prediction with 1.9M reactions from USPTO patents (1976-2016). The task is: Predict the product of the given reaction. Given the reactants [NH2:1][CH2:2][C:3]1[CH:8]=[C:7]([Br:9])[CH:6]=[CH:5][C:4]=1[NH:10][C:11]([C:13]1[CH:18]=[CH:17][CH:16]=[CH:15][N:14]=1)=[O:12].C(N(CC)C(C)C)(C)C.[N:28]1[CH:33]=[CH:32][CH:31]=[CH:30][C:29]=1[C:34](Cl)=[O:35], predict the reaction product. The product is: [Br:9][C:7]1[CH:6]=[CH:5][C:4]([NH:10][C:11]([C:13]2[CH:18]=[CH:17][CH:16]=[CH:15][N:14]=2)=[O:12])=[C:3]([CH:8]=1)[CH2:2][NH:1][C:34]([C:29]1[CH:30]=[CH:31][CH:32]=[CH:33][N:28]=1)=[O:35].